Dataset: Reaction yield outcomes from USPTO patents with 853,638 reactions. Task: Predict the reaction yield, written as a fraction of the theoretical maximum amount of product (1.0 means a 100% yield; for example, 0.34 means a 34% yield). (1) The reactants are [NH2:1][C@@H:2]([CH2:6][C:7]1[N:8]=[CH:9][N:10]([CH3:12])[CH:11]=1)[C:3]([OH:5])=[O:4].Cl.[CH2:14]=O. The catalyst is O.C(O)(C)C. The product is [CH3:12][N:10]1[C:11]2[CH2:14][NH:1][C@H:2]([C:3]([OH:5])=[O:4])[CH2:6][C:7]=2[N:8]=[CH:9]1. The yield is 0.800. (2) The reactants are [C:1]([O:5][C:6]([N:8]1[CH2:13][CH:12]=[C:11]([C:14]2[CH:38]=[CH:37][C:17]3[C:18]4[N:22]([CH2:23][CH2:24][O:25][C:16]=3[CH:15]=2)[CH:21]=[C:20]([C:26]2[N:27]([CH:34]([CH3:36])[CH3:35])[N:28]=[C:29]([CH2:31][O:32][CH3:33])[N:30]=2)[N:19]=4)[CH2:10][CH2:9]1)=[O:7])([CH3:4])([CH3:3])[CH3:2]. The catalyst is [Pd]. The product is [C:1]([O:5][C:6]([N:8]1[CH2:9][CH2:10][CH:11]([C:14]2[CH:38]=[CH:37][C:17]3[C:18]4[N:22]([CH2:23][CH2:24][O:25][C:16]=3[CH:15]=2)[CH:21]=[C:20]([C:26]2[N:27]([CH:34]([CH3:35])[CH3:36])[N:28]=[C:29]([CH2:31][O:32][CH3:33])[N:30]=2)[N:19]=4)[CH2:12][CH2:13]1)=[O:7])([CH3:3])([CH3:2])[CH3:4]. The yield is 0.720. (3) The reactants are [CH3:1][O:2][C:3]([C:5]1(C(OC)=O)[CH2:13][C:12]2[C:7](=[CH:8][CH:9]=[CH:10][C:11]=2[N+:14]([O-:16])=[O:15])[CH2:6]1)=[O:4].[Cl-].[Li+].O. The catalyst is CS(C)=O. The product is [CH3:1][O:2][C:3]([CH:5]1[CH2:13][C:12]2[C:7](=[CH:8][CH:9]=[CH:10][C:11]=2[N+:14]([O-:16])=[O:15])[CH2:6]1)=[O:4]. The yield is 0.650. (4) The reactants are [F:1][C:2]1[CH:7]=[C:6]([F:8])[CH:5]=[CH:4][C:3]=1[N:9]([C:17](=[O:22])[CH2:18][CH2:19][C:20]#[CH:21])[C:10](=[O:16])[O:11][C:12]([CH3:15])([CH3:14])[CH3:13].Br[C:24]1[CH:29]=[CH:28][CH:27]=[CH:26][N:25]=1. No catalyst specified. The product is [F:1][C:2]1[CH:7]=[C:6]([F:8])[CH:5]=[CH:4][C:3]=1[N:9]([C:17](=[O:22])[CH2:18][CH2:19][C:20]#[C:21][C:24]1[CH:29]=[CH:28][CH:27]=[CH:26][N:25]=1)[C:10](=[O:16])[O:11][C:12]([CH3:13])([CH3:14])[CH3:15]. The yield is 0.610. (5) The product is [CH3:13][N:1]1[C:9]2[C:4](=[CH:5][CH:6]=[CH:7][CH:8]=2)[CH2:3][CH2:2]1. The reactants are [NH:1]1[C:9]2[C:4](=[CH:5][CH:6]=[CH:7][CH:8]=2)[CH2:3][CH2:2]1.C=O.[BH3-][C:13]#N.[Na+]. The catalyst is CO.CC(O)=O.C(Cl)Cl. The yield is 0.870.